Predict the product of the given reaction. From a dataset of Forward reaction prediction with 1.9M reactions from USPTO patents (1976-2016). (1) Given the reactants C(OC(=O)C1C=CC(NC2CCCCC2)=C(NC(C2C=C3C(=CC=2)N=C(C2C(C4C=CC(Cl)=CC=4)=CC=C(C(N4CCCC4)=O)C=2)C=C3)=O)C=1)C.ClC1C=CC([C:57]2[C:62]([C:63]3[CH:72]=[CH:71][C:70]4[C:65](=[CH:66][CH:67]=[C:68]([C:73]5[N:77]([CH:78]6[CH2:83][CH2:82][CH2:81][CH2:80][CH2:79]6)[C:76]6[CH:84]=[CH:85][C:86]([C:88]([OH:90])=[O:89])=[CH:87][C:75]=6[N:74]=5)[CH:69]=4)[N:64]=3)=[CH:61][C:60](C(N3CCCC3)=O)=[CH:59][CH:58]=2)=CC=1.[Br:100]C1C=CC=CC=1C(=O)C.C(C1C=CC=CC=1)(=O)C, predict the reaction product. The product is: [Br:100][C:57]1[CH:58]=[CH:59][CH:60]=[CH:61][C:62]=1[C:63]1[CH:72]=[CH:71][C:70]2[C:65](=[CH:66][CH:67]=[C:68]([C:73]3[N:77]([CH:78]4[CH2:83][CH2:82][CH2:81][CH2:80][CH2:79]4)[C:76]4[CH:84]=[CH:85][C:86]([C:88]([OH:90])=[O:89])=[CH:87][C:75]=4[N:74]=3)[CH:69]=2)[N:64]=1. (2) Given the reactants Cl[C:2]([O:4][CH3:5])=[O:3].[Cl:6][C:7]1[CH:8]=[CH:9][C:10]([OH:30])=[C:11]([CH:29]=1)[C:12]([NH:14][C:15]1[CH:20]=[C:19]([C:21]([F:24])([F:23])[F:22])[CH:18]=[C:17]([C:25]([F:28])([F:27])[F:26])[CH:16]=1)=[O:13].O, predict the reaction product. The product is: [Cl:6][C:7]1[CH:8]=[CH:9][C:10]([O:30][C:2]([O:4][CH3:5])=[O:3])=[C:11]([CH:29]=1)[C:12]([NH:14][C:15]1[CH:20]=[C:19]([C:21]([F:24])([F:23])[F:22])[CH:18]=[C:17]([C:25]([F:26])([F:27])[F:28])[CH:16]=1)=[O:13].